This data is from Full USPTO retrosynthesis dataset with 1.9M reactions from patents (1976-2016). The task is: Predict the reactants needed to synthesize the given product. The reactants are: [OH:1][CH2:2][CH2:3][N:4]1[CH2:9][CH2:8][N:7]([CH2:10][CH2:11][CH2:12][C:13]2[C:21]3[CH2:20][CH2:19][CH2:18][CH2:17][C:16]=3[NH:15][C:14]=2[CH:22]=O)[CH2:6][CH2:5]1.CNS(C1C=C2C(=CC=1)NC(=O)/C/2=C\C1NC2CCCCC=2C=1CCCN1CCC(O)CC1)(=O)=O.[CH2:59]([S:61]([C:64]1[CH:65]=[C:66]2[C:70](=[CH:71][CH:72]=1)[NH:69][C:68](=[O:73])[CH2:67]2)(=[O:63])=[O:62])[CH3:60]. Given the product [CH2:59]([S:61]([C:64]1[CH:65]=[C:66]2[C:70](=[CH:71][CH:72]=1)[NH:69][C:68](=[O:73])/[C:67]/2=[CH:22]\[C:14]1[NH:15][C:16]2[CH2:17][CH2:18][CH2:19][CH2:20][C:21]=2[C:13]=1[CH2:12][CH2:11][CH2:10][N:7]1[CH2:6][CH2:5][N:4]([CH2:3][CH2:2][OH:1])[CH2:9][CH2:8]1)(=[O:62])=[O:63])[CH3:60], predict the reactants needed to synthesize it.